This data is from Forward reaction prediction with 1.9M reactions from USPTO patents (1976-2016). The task is: Predict the product of the given reaction. (1) Given the reactants [N:1]12[CH2:7][C:4]([C:8]([C:17]3[CH:22]=[CH:21][CH:20]=[CH:19][CH:18]=3)([C:11]3[CH:16]=[CH:15][CH:14]=[CH:13][CH:12]=3)[C:9]#[N:10])([CH2:5][CH2:6]1)[CH2:3][CH2:2]2.[Br:23][CH2:24][CH2:25][C:26]1[NH:27][C:28]2[C:33]([CH:34]=1)=[CH:32][CH:31]=[CH:30][CH:29]=2, predict the reaction product. The product is: [Br-:23].[C:9]([C:8]([C:17]1[CH:22]=[CH:21][CH:20]=[CH:19][CH:18]=1)([C:11]1[CH:12]=[CH:13][CH:14]=[CH:15][CH:16]=1)[C:4]12[CH2:7][N+:1]([CH2:24][CH2:25][C:26]3[NH:27][C:28]4[C:33]([CH:34]=3)=[CH:32][CH:31]=[CH:30][CH:29]=4)([CH2:6][CH2:5]1)[CH2:2][CH2:3]2)#[N:10]. (2) Given the reactants [C:1]([C:5]1[CH:6]=[C:7]2[C:12](=[CH:13][CH:14]=1)[C:11](=[O:15])[NH:10][CH2:9][CH2:8]2)([CH3:4])([CH3:3])[CH3:2], predict the reaction product. The product is: [C:1]([C:5]1[CH:6]=[C:7]2[C:12](=[CH:13][CH:14]=1)[C:11](=[O:15])[NH:10][CH:9]=[CH:8]2)([CH3:4])([CH3:2])[CH3:3].